Dataset: Reaction yield outcomes from USPTO patents with 853,638 reactions. Task: Predict the reaction yield, written as a fraction of the theoretical maximum amount of product (1.0 means a 100% yield; for example, 0.34 means a 34% yield). (1) The reactants are [CH3:1][O:2][C:3]1[CH:8]=[CH:7][CH:6]=[CH:5][C:4]=1[C:9]1[C:17]2[C:12](=[N:13][CH:14]=[C:15]([C:18]3[CH:19]=[C:20]([CH:24]=[CH:25][CH:26]=3)[C:21](O)=[O:22])[CH:16]=2)[NH:11][N:10]=1.C1CCC(N=C=NC2CCCCC2)CC1.[CH3:42][N:43]1[CH2:48][CH2:47][NH:46][CH2:45][CH2:44]1. The catalyst is CN(C=O)C. The product is [CH3:1][O:2][C:3]1[CH:8]=[CH:7][CH:6]=[CH:5][C:4]=1[C:9]1[C:17]2[C:12](=[N:13][CH:14]=[C:15]([C:18]3[CH:19]=[C:20]([C:21]([N:46]4[CH2:47][CH2:48][N:43]([CH3:42])[CH2:44][CH2:45]4)=[O:22])[CH:24]=[CH:25][CH:26]=3)[CH:16]=2)[NH:11][N:10]=1. The yield is 0.0600. (2) The reactants are [CH3:1][O:2][C:3]1[CH:12]=[C:11]([C:13]([O:15][CH3:16])=[O:14])[C:10]([N+:17]([O-])=O)=[CH:9][C:4]=1[C:5]([O:7][CH3:8])=[O:6]. The product is [NH2:17][C:10]1[CH:9]=[C:4]([C:5]([O:7][CH3:8])=[O:6])[C:3]([O:2][CH3:1])=[CH:12][C:11]=1[C:13]([O:15][CH3:16])=[O:14]. The yield is 0.990. The catalyst is CO.[Pd]. (3) The reactants are Cl.[C:2]1([C@@H:14]2[CH2:18][CH2:17][C@H:16]([NH2:19])[CH2:15]2)[N:6]2[C:7]3[CH:13]=[CH:12][NH:11][C:8]=3[N:9]=[CH:10][C:5]2=[N:4][N:3]=1.Cl[C:21]1[CH:28]=[CH:27][C:24]([C:25]#[N:26])=[CH:23][N:22]=1. The catalyst is CCO. The product is [C:2]1([C@@H:14]2[CH2:18][CH2:17][C@H:16]([NH:19][C:21]3[CH:28]=[CH:27][C:24]([C:25]#[N:26])=[CH:23][N:22]=3)[CH2:15]2)[N:6]2[C:7]3[CH:13]=[CH:12][NH:11][C:8]=3[N:9]=[CH:10][C:5]2=[N:4][N:3]=1. The yield is 0.250. (4) The reactants are [CH2:1]([C@H:8]([NH:39][C:40](=[O:46])[O:41][C:42]([CH3:45])([CH3:44])[CH3:43])[C@@H:9]([O:31][Si:32]([C:35]([CH3:38])([CH3:37])[CH3:36])([CH3:34])[CH3:33])[CH2:10][C@@H:11]([NH:20][C:21]([O:23][CH2:24][C:25]1[CH:30]=[CH:29][CH:28]=[CH:27][CH:26]=1)=[O:22])[CH2:12][C:13]1[CH:18]=[CH:17][C:16](Br)=[CH:15][CH:14]=1)[C:2]1[CH:7]=[CH:6][CH:5]=[CH:4][CH:3]=1.[Li+].[Cl-].[CH3:49][C:50]1[CH:51]=[CH:52][C:53]([Sn](CCCC)(CCCC)CCCC)=[N:54][CH:55]=1. The catalyst is CN(C=O)C.Cl[Pd](Cl)([P](C1C=CC=CC=1)(C1C=CC=CC=1)C1C=CC=CC=1)[P](C1C=CC=CC=1)(C1C=CC=CC=1)C1C=CC=CC=1. The product is [CH2:1]([C@H:8]([NH:39][C:40](=[O:46])[O:41][C:42]([CH3:45])([CH3:44])[CH3:43])[C@@H:9]([O:31][Si:32]([C:35]([CH3:38])([CH3:37])[CH3:36])([CH3:34])[CH3:33])[CH2:10][C@@H:11]([NH:20][C:21]([O:23][CH2:24][C:25]1[CH:30]=[CH:29][CH:28]=[CH:27][CH:26]=1)=[O:22])[CH2:12][C:13]1[CH:18]=[CH:17][C:16]([C:53]2[CH:52]=[CH:51][C:50]([CH3:49])=[CH:55][N:54]=2)=[CH:15][CH:14]=1)[C:2]1[CH:7]=[CH:6][CH:5]=[CH:4][CH:3]=1. The yield is 0.740. (5) The reactants are [NH:1]1[C:9]2[C:4](=[CH:5][CH:6]=[CH:7][CH:8]=2)[CH2:3][CH2:2]1.C=O.[BH3-][C:13]#N.[Na+]. The catalyst is CO.CC(O)=O.C(Cl)Cl. The product is [CH3:13][N:1]1[C:9]2[C:4](=[CH:5][CH:6]=[CH:7][CH:8]=2)[CH2:3][CH2:2]1. The yield is 0.870. (6) The reactants are [NH2:1][C:2]1[C:6]([C:7]#[N:8])=[C:5]([C:9]2[CH:14]=[CH:13][C:12]([O:15][C:16]3[CH:21]=[CH:20][CH:19]=[CH:18][CH:17]=3)=[CH:11][CH:10]=2)[NH:4][N:3]=1.O.[CH:23]([NH2:25])=O. No catalyst specified. The product is [NH2:8][C:7]1[N:25]=[CH:23][N:1]=[C:2]2[NH:3][N:4]=[C:5]([C:9]3[CH:14]=[CH:13][C:12]([O:15][C:16]4[CH:17]=[CH:18][CH:19]=[CH:20][CH:21]=4)=[CH:11][CH:10]=3)[C:6]=12. The yield is 0.800.